Dataset: Full USPTO retrosynthesis dataset with 1.9M reactions from patents (1976-2016). Task: Predict the reactants needed to synthesize the given product. (1) The reactants are: [C:1]([O:5][C:6]([C:8]1[N:9]=[C:10]([C:13]([OH:15])=O)[S:11][CH:12]=1)=[O:7])([CH3:4])([CH3:3])[CH3:2].CN(C(ON1N=NC2C=CC=NC1=2)=[N+](C)C)C.F[P-](F)(F)(F)(F)F.CCN(C(C)C)C(C)C.[NH:49]1[CH2:54][CH2:53][S:52][CH2:51][CH2:50]1. Given the product [N:49]1([C:13]([C:10]2[S:11][CH:12]=[C:8]([C:6]([O:5][C:1]([CH3:2])([CH3:3])[CH3:4])=[O:7])[N:9]=2)=[O:15])[CH2:54][CH2:53][S:52][CH2:51][CH2:50]1, predict the reactants needed to synthesize it. (2) Given the product [C:18]([O:22][C:23](=[O:32])[NH:24][C@H:25]([CH:30]([OH:31])[C:7]1([C:1]2[CH:2]=[CH:3][CH:4]=[CH:5][CH:6]=2)[S:8][CH2:9][CH2:10][CH2:11][S:12]1)[CH2:26][CH2:27][CH2:28][CH3:29])([CH3:19])([CH3:20])[CH3:21], predict the reactants needed to synthesize it. The reactants are: [C:1]1([CH:7]2[S:12][CH2:11][CH2:10][CH2:9][S:8]2)[CH:6]=[CH:5][CH:4]=[CH:3][CH:2]=1.C([Li])CCC.[C:18]([O:22][C:23](=[O:32])[NH:24][C@H:25]([CH:30]=[O:31])[CH2:26][CH2:27][CH2:28][CH3:29])([CH3:21])([CH3:20])[CH3:19].C(O)(=O)C. (3) Given the product [CH2:34]([O:19][C:14]1[CH:15]=[C:16]2[C:11](=[CH:12][CH:13]=1)[CH:10]=[C:9]([C:6]1[N:7]=[N:8][C:3]([N:2]([CH3:1])[CH:20]3[CH2:25][C:24]([CH3:27])([CH3:26])[NH:23][C:22]([CH3:29])([CH3:28])[CH2:21]3)=[CH:4][CH:5]=1)[CH:18]=[CH:17]2)[CH:33]=[CH2:32], predict the reactants needed to synthesize it. The reactants are: [CH3:1][N:2]([CH:20]1[CH2:25][C:24]([CH3:27])([CH3:26])[NH:23][C:22]([CH3:29])([CH3:28])[CH2:21]1)[C:3]1[N:8]=[N:7][C:6]([C:9]2[CH:10]=[C:11]3[C:16](=[CH:17][CH:18]=2)[CH:15]=[C:14]([OH:19])[CH:13]=[CH:12]3)=[CH:5][CH:4]=1.[H-].[Na+].[CH2:32](I)[CH:33]=[CH2:34]. (4) The reactants are: C[O:2][C:3]1[C:11]([C:12]([OH:14])=[O:13])=[CH:10][CH:9]=[CH:8][C:4]=1[C:5]([OH:7])=[O:6].O. Given the product [OH:2][C:3]1[C:11]([C:12]([OH:14])=[O:13])=[CH:10][CH:9]=[CH:8][C:4]=1[C:5]([OH:7])=[O:6], predict the reactants needed to synthesize it. (5) Given the product [CH3:42][N:25]([CH3:24])[CH2:26][CH2:27][CH2:28][N:29]([CH3:41])[C:30]1[CH:35]=[CH:34][C:33]([C:36]([F:39])([F:37])[F:38])=[CH:32][C:31]=1[NH:40][C:2]([NH:1][C:4]1[CH:22]=[CH:21][C:7]([O:8][C:9]2[C:14]([C:15]3[CH:20]=[CH:19][N:18]=[CH:17][N:16]=3)=[CH:13][CH:12]=[CH:11][N:10]=2)=[C:6]([CH3:23])[CH:5]=1)=[O:3], predict the reactants needed to synthesize it. The reactants are: [N:1]([C:4]1[CH:22]=[CH:21][C:7]([O:8][C:9]2[C:14]([C:15]3[CH:20]=[CH:19][N:18]=[CH:17][N:16]=3)=[CH:13][CH:12]=[CH:11][N:10]=2)=[C:6]([CH3:23])[CH:5]=1)=[C:2]=[O:3].[CH3:24][N:25]([CH3:42])[CH2:26][CH2:27][CH2:28][N:29]([CH3:41])[C:30]1[C:31]([NH2:40])=[CH:32][C:33]([C:36]([F:39])([F:38])[F:37])=[CH:34][CH:35]=1. (6) Given the product [NH2:33][C:30]1[N:29]=[CH:28][C:27]([C:25]2[CH:24]=[CH:23][C:17]3[N:18]([C:19]([CH3:22])([CH3:21])[CH3:20])[C:14]([C:11]4[CH:12]=[CH:13][C:8]([O:7][CH2:6][C:5]([CH3:39])([CH3:40])[C:4]([OH:41])=[O:3])=[CH:9][C:10]=4[N:34]4[CH:38]=[N:37][CH:36]=[N:35]4)=[N:15][C:16]=3[CH:26]=2)=[CH:32][N:31]=1, predict the reactants needed to synthesize it. The reactants are: C([O:3][C:4](=[O:41])[C:5]([CH3:40])([CH3:39])[CH2:6][O:7][C:8]1[CH:13]=[CH:12][C:11]([C:14]2[N:18]([C:19]([CH3:22])([CH3:21])[CH3:20])[C:17]3[CH:23]=[CH:24][C:25]([C:27]4[CH:28]=[N:29][C:30]([NH2:33])=[N:31][CH:32]=4)=[CH:26][C:16]=3[N:15]=2)=[C:10]([N:34]2[CH:38]=[N:37][CH:36]=[N:35]2)[CH:9]=1)C.[OH-].[Na+].